The task is: Predict which catalyst facilitates the given reaction.. This data is from Catalyst prediction with 721,799 reactions and 888 catalyst types from USPTO. (1) Reactant: N.[Si:2]([O:9][CH2:10][CH2:11][C:12]1[CH:13]=[C:14]([CH2:17][N:18]2[CH2:34][CH2:33][C:21]3([O:26][CH2:25][CH2:24][N:23](C(=O)C(F)(F)F)[CH2:22]3)[CH2:20][CH2:19]2)[S:15][CH:16]=1)([C:5]([CH3:8])([CH3:7])[CH3:6])([CH3:4])[CH3:3]. Product: [Si:2]([O:9][CH2:10][CH2:11][C:12]1[CH:13]=[C:14]([CH2:17][N:18]2[CH2:34][CH2:33][C:21]3([O:26][CH2:25][CH2:24][NH:23][CH2:22]3)[CH2:20][CH2:19]2)[S:15][CH:16]=1)([C:5]([CH3:6])([CH3:7])[CH3:8])([CH3:4])[CH3:3]. The catalyst class is: 5. (2) The catalyst class is: 4. Reactant: [CH2:1]([N:3]1[CH2:8][C:7]([CH2:11][CH3:12])([CH2:9][CH3:10])[O:6][C:5](=[O:13])[CH:4]1[CH2:14][C:15]([O:17]C(C)(C)C)=[O:16])[CH3:2].FC(F)(F)C(O)=O. Product: [CH2:1]([N:3]1[CH2:8][C:7]([CH2:9][CH3:10])([CH2:11][CH3:12])[O:6][C:5](=[O:13])[CH:4]1[CH2:14][C:15]([OH:17])=[O:16])[CH3:2].